This data is from Reaction yield outcomes from USPTO patents with 853,638 reactions. The task is: Predict the reaction yield, written as a fraction of the theoretical maximum amount of product (1.0 means a 100% yield; for example, 0.34 means a 34% yield). (1) The reactants are [CH3:1][O:2][C:3]1[CH:8]=[CH:7][CH:6]=[CH:5][C:4]=1[C:9]1[C:17]2[C:12](=[N:13][CH:14]=[C:15]([C:18]3[CH:22]=[CH:21][N:20]([S:23]([C:26]4[CH:31]=[CH:30][C:29]([CH3:32])=[CH:28][CH:27]=4)(=[O:25])=[O:24])[N:19]=3)[CH:16]=2)[N:11]([S:33]([C:36]2[CH:41]=[CH:40][C:39]([CH3:42])=[CH:38][CH:37]=2)(=[O:35])=[O:34])[CH:10]=1.C([Li])CCC.[C:48](=[O:50])=[O:49]. The catalyst is O1CCCC1. The product is [CH3:1][O:2][C:3]1[CH:8]=[CH:7][CH:6]=[CH:5][C:4]=1[C:9]1[C:17]2[C:12](=[N:13][CH:14]=[C:15]([C:18]3[CH:22]=[C:21]([C:48]([OH:50])=[O:49])[N:20]([S:23]([C:26]4[CH:31]=[CH:30][C:29]([CH3:32])=[CH:28][CH:27]=4)(=[O:24])=[O:25])[N:19]=3)[CH:16]=2)[N:11]([S:33]([C:36]2[CH:37]=[CH:38][C:39]([CH3:42])=[CH:40][CH:41]=2)(=[O:35])=[O:34])[CH:10]=1. The yield is 0.230. (2) The reactants are [N:1]1([CH:6]2[CH2:15][CH2:14][C:13]([CH3:17])([CH3:16])[C:12]3[CH:11]=[C:10]([C:18]#[C:19][C:20]4[CH:28]=[CH:27][C:23](C([O-])=O)=[CH:22][CH:21]=4)[CH:9]=[CH:8][C:7]2=3)[CH:5]=[CH:4][N:3]=[CH:2]1.[OH-:29].[Na+].[O:31]1[CH2:35]C[CH2:33][CH2:32]1. The catalyst is C(O)C. The product is [N:1]1([CH:6]2[CH2:15][CH2:14][C:13]([CH3:17])([CH3:16])[C:12]3[CH:11]=[C:10]([C:18]#[C:19][C:20]4[CH:21]=[CH:22][C:23]([CH2:33][C:32]([O:31][CH3:35])=[O:29])=[CH:27][CH:28]=4)[CH:9]=[CH:8][C:7]2=3)[CH:5]=[CH:4][N:3]=[CH:2]1. The yield is 0.870. (3) The reactants are [CH3:1][O:2][C:3]1[CH:4]=[C:5]2[C:10](=[CH:11][C:12]=1[CH2:13][NH:14][C@H:15]1[CH2:20][CH2:19][CH2:18][NH:17][C@H:16]1[C:21]1[CH:26]=[CH:25][CH:24]=[CH:23][CH:22]=1)[N:9]([CH3:27])[C:8](=[O:28])[CH2:7][CH2:6]2.I.CSC1NCCN=1.[CH2:37](O)[CH2:38][CH3:39]. The catalyst is C(OCC)(=O)C. The product is [CH3:1][O:2][C:3]1[CH:4]=[C:5]2[C:10](=[CH:11][C:12]=1[CH2:13][NH:14][C@H:15]1[CH2:20][CH2:19][CH2:18][N:17]([CH2:37][CH2:38][CH3:39])[C@H:16]1[C:21]1[CH:26]=[CH:25][CH:24]=[CH:23][CH:22]=1)[N:9]([CH3:27])[C:8](=[O:28])[CH2:7][CH2:6]2. The yield is 0.210. (4) The reactants are [CH3:1][O:2][C:3]1[CH:8]=[CH:7][C:6]([N:9]2[C:13]3[C:14](=O)[NH:15][CH2:16][CH2:17][C:12]=3[C:11]([S:19]([CH3:22])(=[O:21])=[O:20])=[N:10]2)=[CH:5][CH:4]=1.[C:23]([O-:26])([O-])=O.[K+].[K+].N1[C:42]2[C:33](=[CH:34][CH:35]=[C:36]3[C:41]=2[N:40]=[CH:39][CH:38]=[CH:37]3)[CH:32]=[CH:31]C=1.[CH3:43][CH2:44]OC(C)=O.CS(C)=[O:51]. The catalyst is [Cu]I. The product is [CH3:1][O:2][C:3]1[CH:4]=[CH:5][C:6]([N:9]2[C:13]3[C:23](=[O:26])[N:15]([C:14]4[CH:31]=[CH:32][C:33]([C:42]5([CH2:41][N:40]6[CH2:39][CH2:38][CH2:37][C:36]6=[O:51])[CH2:44][CH2:43]5)=[CH:34][CH:35]=4)[CH2:16][CH2:17][C:12]=3[C:11]([S:19]([CH3:22])(=[O:20])=[O:21])=[N:10]2)=[CH:7][CH:8]=1. The yield is 0.250. (5) The reactants are [H-].[H-].[H-].[H-].[Li+].[Al+3].[CH3:7][N:8]([CH2:19][CH2:20][CH2:21][CH2:22][CH2:23][CH2:24][CH2:25][CH2:26][CH2:27][CH2:28][CH2:29][CH2:30][CH2:31][CH3:32])[C:9]([CH:11]([CH2:17][CH3:18])[C:12](OCC)=[O:13])=O.CO.[H][H]. The catalyst is O1CCCC1.O.C(OCC)(=O)C. The product is [CH3:7][N:8]([CH2:9][CH:11]([CH2:17][CH3:18])[CH2:12][OH:13])[CH2:19][CH2:20][CH2:21][CH2:22][CH2:23][CH2:24][CH2:25][CH2:26][CH2:27][CH2:28][CH2:29][CH2:30][CH2:31][CH3:32]. The yield is 0.220. (6) The reactants are [OH:1][C:2]1[CH:3]=[CH:4][C:5]2[N:27]([CH:28]=1)[C:8]1[N:9]([C:18]3[CH:23]=[CH:22][C:21]([N+:24]([O-:26])=[O:25])=[CH:20][CH:19]=3)[C:10](=[O:17])[C:11]3[C:16]([C:7]=1[N:6]=2)=[CH:15][CH:14]=[CH:13][CH:12]=3.[C:29]([O:32][CH2:33][CH2:34]Br)(=[O:31])[CH3:30].C([O-])([O-])=O.[K+].[K+].O. The catalyst is CN(C=O)C. The product is [N+:24]([C:21]1[CH:22]=[CH:23][C:18]([N:9]2[C:8]3[N:27]4[CH:28]=[C:2]([O:1][CH2:34][CH2:33][O:32][C:29](=[O:31])[CH3:30])[CH:3]=[CH:4][C:5]4=[N:6][C:7]=3[C:16]3[C:11](=[CH:12][CH:13]=[CH:14][CH:15]=3)[C:10]2=[O:17])=[CH:19][CH:20]=1)([O-:26])=[O:25]. The yield is 0.660. (7) The reactants are [F:1][C:2]1[N:7]=[C:6]([NH2:8])[CH:5]=[CH:4][CH:3]=1.[F:9][C:10]1[CH:17]=[N:16][CH:15]=[C:14]([F:18])[C:11]=1[CH:12]=O.[N+:19]([C:21]1[CH:30]=[CH:29][C:24]2[O:25][CH2:26][CH2:27][O:28][C:23]=2[CH:22]=1)#[C-:20]. No catalyst specified. The product is [F:9][C:10]1[CH:17]=[N:16][CH:15]=[C:14]([F:18])[C:11]=1[C:12]1[N:8]=[C:6]2[CH:5]=[CH:4][CH:3]=[C:2]([F:1])[N:7]2[C:20]=1[NH:19][C:21]1[CH:30]=[CH:29][C:24]2[O:25][CH2:26][CH2:27][O:28][C:23]=2[CH:22]=1. The yield is 0.340. (8) The catalyst is [Br-].C[P+](C1C=CC=CC=1)(C1C=CC=CC=1)C1C=CC=CC=1. The reactants are [Cl:1][C:2]1[CH:3]=[C:4]([O:9][C:10]2[CH:17]=[CH:16][C:13]([CH:14]=O)=[CH:12][CH:11]=2)[CH:5]=[CH:6][C:7]=1[CH3:8].[H-].[Na+].[CH2:20]1COCC1. The product is [Cl:1][C:2]1[CH:3]=[C:4]([O:9][C:10]2[CH:17]=[CH:16][C:13]([CH:14]=[CH2:20])=[CH:12][CH:11]=2)[CH:5]=[CH:6][C:7]=1[CH3:8]. The yield is 0.513. (9) The reactants are CN(C(ON1N=NC2C=CC=CC1=2)=[N+](C)C)C.F[P-](F)(F)(F)(F)F.[CH:25]1([CH2:28][N:29]2[CH2:34][CH2:33][CH:32]([C:35]([OH:37])=O)[CH2:31][CH2:30]2)[CH2:27][CH2:26]1.Cl.[NH2:39][CH2:40][C:41]1[CH:46]=[CH:45][C:44]([C:47]([N:49]2[CH2:58][C:57]3[CH:56]=[N:55][N:54]([CH3:59])[C:53]=3[NH:52][C:51]3[CH:60]=[CH:61][CH:62]=[CH:63][C:50]2=3)=[O:48])=[C:43]([F:64])[CH:42]=1. The catalyst is CN(C=O)C.CCN(C(C)C)C(C)C. The product is [F:64][C:43]1[CH:42]=[C:41]([CH:46]=[CH:45][C:44]=1[C:47]([N:49]1[CH2:58][C:57]2[CH:56]=[N:55][N:54]([CH3:59])[C:53]=2[NH:52][C:51]2[CH:60]=[CH:61][CH:62]=[CH:63][C:50]1=2)=[O:48])[CH2:40][NH:39][C:35]([CH:32]1[CH2:31][CH2:30][N:29]([CH2:28][CH:25]2[CH2:26][CH2:27]2)[CH2:34][CH2:33]1)=[O:37]. The yield is 0.460.